This data is from Full USPTO retrosynthesis dataset with 1.9M reactions from patents (1976-2016). The task is: Predict the reactants needed to synthesize the given product. (1) Given the product [Cl:1][C:2]1[CH:7]=[C:6]([Cl:8])[CH:5]=[CH:4][C:3]=1[C:9]([C:11]1[O:12][C:13]2[CH:23]=[C:22]([O:24][S:33]([C:32]([F:45])([F:44])[F:31])(=[O:35])=[O:34])[CH:21]=[CH:20][C:14]=2[C:15]=1[C:16]([F:19])([F:17])[F:18])=[O:10], predict the reactants needed to synthesize it. The reactants are: [Cl:1][C:2]1[CH:7]=[C:6]([Cl:8])[CH:5]=[CH:4][C:3]=1[C:9]([C:11]1[O:12][C:13]2[CH:23]=[C:22]([OH:24])[CH:21]=[CH:20][C:14]=2[C:15]=1[C:16]([F:19])([F:18])[F:17])=[O:10].N1C=CC=CC=1.[F:31][C:32]([F:45])([F:44])[S:33](O[S:33]([C:32]([F:45])([F:44])[F:31])(=[O:35])=[O:34])(=[O:35])=[O:34]. (2) The reactants are: [CH2:1]([O:3][C:4](=[O:17])[CH2:5][S:6]([C:9]1[CH:14]=[CH:13][C:12]([O:15][CH3:16])=[CH:11][CH:10]=1)(=[O:8])=[O:7])[CH3:2].[CH2:18](Br)/[CH:19]=[C:20](/[CH2:22][CH2:23][CH:24]=[C:25]([CH3:27])[CH3:26])\[CH3:21].C1OCCOCCOCCOCCOCCOC1. Given the product [CH2:1]([O:3][C:4](=[O:17])[CH:5]([S:6]([C:9]1[CH:14]=[CH:13][C:12]([O:15][CH3:16])=[CH:11][CH:10]=1)(=[O:7])=[O:8])[CH2:18][CH:19]=[C:20]([CH3:21])[CH2:22][CH2:23][CH:24]=[C:25]([CH3:27])[CH3:26])[CH3:2], predict the reactants needed to synthesize it. (3) Given the product [Cl:1][C:2]1[C:3]([N:13]2[CH2:18][CH2:17][N:16]([C:20]([NH:19][C@H:22]([C:24]3[CH:29]=[CH:28][CH:27]=[CH:26][CH:25]=3)[CH3:23])=[O:21])[CH2:15][CH2:14]2)=[N:4][CH:5]=[C:6]([CH:12]=1)[C:7]([O:9][CH2:10][CH3:11])=[O:8], predict the reactants needed to synthesize it. The reactants are: [Cl:1][C:2]1[C:3]([N:13]2[CH2:18][CH2:17][NH:16][CH2:15][CH2:14]2)=[N:4][CH:5]=[C:6]([CH:12]=1)[C:7]([O:9][CH2:10][CH3:11])=[O:8].[N:19]([C@H:22]([C:24]1[CH:29]=[CH:28][CH:27]=[CH:26][CH:25]=1)[CH3:23])=[C:20]=[O:21].